This data is from Forward reaction prediction with 1.9M reactions from USPTO patents (1976-2016). The task is: Predict the product of the given reaction. (1) Given the reactants [Cl:1]N1C(=O)CCC1=O.[C:9]([O:13][C:14]([N:16]1[CH2:21][CH2:20][N:19]([C:22]2[N:30]=[CH:29][N:28]=[C:27]3[C:23]=2[N:24]=[CH:25][N:26]3[CH3:31])[CH2:18][CH2:17]1)=[O:15])([CH3:12])([CH3:11])[CH3:10].CN(C)C=O.C(OCC)(=O)C, predict the reaction product. The product is: [C:9]([O:13][C:14]([N:16]1[CH2:17][CH2:18][N:19]([C:22]2[N:30]=[CH:29][N:28]=[C:27]3[C:23]=2[N:24]=[C:25]([Cl:1])[N:26]3[CH3:31])[CH2:20][CH2:21]1)=[O:15])([CH3:12])([CH3:11])[CH3:10]. (2) Given the reactants [Cl:1][C:2]1[CH:3]=[C:4]2[C:8](=[C:9]([CH3:11])[CH:10]=1)[N:7]([CH2:12][CH2:13][O:14][CH3:15])[CH:6]=[C:5]2[C:16](=[O:21])C(F)(F)F.[OH-:22].[Na+].Cl, predict the reaction product. The product is: [Cl:1][C:2]1[CH:3]=[C:4]2[C:8](=[C:9]([CH3:11])[CH:10]=1)[N:7]([CH2:12][CH2:13][O:14][CH3:15])[CH:6]=[C:5]2[C:16]([OH:21])=[O:22].